This data is from Forward reaction prediction with 1.9M reactions from USPTO patents (1976-2016). The task is: Predict the product of the given reaction. (1) The product is: [CH2:1]([O:8][C:9]1[CH:14]=[CH:13][C:12]([F:15])=[CH:11][C:10]=1[CH:16]1[CH2:19][C:18](=[O:20])[CH2:17]1)[C:2]1[CH:3]=[CH:4][CH:5]=[CH:6][CH:7]=1. Given the reactants [CH2:1]([O:8][C:9]1[CH:14]=[CH:13][C:12]([F:15])=[CH:11][C:10]=1[CH:16]1[CH2:19][C:18](=[O:20])[C:17]1(Cl)Cl)[C:2]1[CH:7]=[CH:6][CH:5]=[CH:4][CH:3]=1, predict the reaction product. (2) Given the reactants [CH3:1][C:2]1[CH:18]=[CH:17][C:5]([C:6]2[C:15](=[O:16])[C:14]3[C:9](=[CH:10][CH:11]=[CH:12][CH:13]=3)[O:8][CH:7]=2)=[CH:4][CH:3]=1.O, predict the reaction product. The product is: [CH3:1][C:2]1[CH:3]=[CH:4][C:5]([CH:6]2[CH:15]([OH:16])[C:14]3[C:9](=[CH:10][CH:11]=[CH:12][CH:13]=3)[O:8][CH2:7]2)=[CH:17][CH:18]=1. (3) Given the reactants [C:1]([O:5][C:6]([N:8]1[CH2:12][C@H:11]([OH:13])[C@@H:10]([N:14]=[N+:15]=[N-:16])[CH2:9]1)=[O:7])([CH3:4])([CH3:3])[CH3:2].[C:17]1([CH3:27])[CH:22]=[CH:21][C:20]([S:23](Cl)(=[O:25])=[O:24])=[CH:19][CH:18]=1, predict the reaction product. The product is: [C:1]([O:5][C:6]([N:8]1[CH2:12][C@H:11]([O:13][S:23]([C:20]2[CH:21]=[CH:22][C:17]([CH3:27])=[CH:18][CH:19]=2)(=[O:25])=[O:24])[C@@H:10]([N:14]=[N+:15]=[N-:16])[CH2:9]1)=[O:7])([CH3:4])([CH3:2])[CH3:3]. (4) The product is: [CH3:16][O:7][C:6](=[O:8])[C:5]1[CH:9]=[CH:10][C:2]([Br:1])=[CH:3][C:4]=1[F:11]. Given the reactants [Br:1][C:2]1[CH:10]=[CH:9][C:5]([C:6]([OH:8])=[O:7])=[C:4]([F:11])[CH:3]=1.S(Cl)(Cl)=O.[CH3:16]O, predict the reaction product. (5) Given the reactants F[C:2]1[CH:27]=[CH:26][CH:25]=[C:24](F)[C:3]=1[C:4]([N:6]([C@H:8]1[CH2:12][CH2:11][CH2:10][C@@H:9]1[NH:13][C:14]1[S:15][C:16]2[CH:22]=[C:21]([F:23])[CH:20]=[CH:19][C:17]=2[N:18]=1)[CH3:7])=[O:5].FC1C=CC2N=C(N[C@H]3CCC[C@@H]3NC)SC=2C=1.[N:47]1[N:48](C2C=CC=CC=2C(O)=O)[N:49]=[CH:50][CH:51]=1, predict the reaction product. The product is: [F:23][C:21]1[CH:20]=[CH:19][C:17]2[N:18]=[C:14]([NH:13][C@H:9]3[CH2:10][CH2:11][CH2:12][C@@H:8]3[N:6]([CH3:7])[C:4](=[O:5])[C:3]3[CH:24]=[CH:25][CH:26]=[CH:27][C:2]=3[N:48]3[N:49]=[CH:50][CH:51]=[N:47]3)[S:15][C:16]=2[CH:22]=1. (6) Given the reactants O=[C:2]1[CH:11]([C:12](=O)[C:13]([O:15][CH3:16])=[O:14])[CH2:10][CH2:9][C:8]2[CH:7]=[N:6][CH:5]=[CH:4][C:3]1=2.Cl.[F:19][C:20]1[CH:25]=[CH:24][C:23]([NH:26][NH2:27])=[CH:22][CH:21]=1.C(Cl)(Cl)Cl.C([O-])(O)=O.[Na+], predict the reaction product. The product is: [F:19][C:20]1[CH:25]=[CH:24][C:23]([N:26]2[C:2]3[C:3]4[CH:4]=[CH:5][N:6]=[CH:7][C:8]=4[CH2:9][CH2:10][C:11]=3[C:12]([C:13]([O:15][CH3:16])=[O:14])=[N:27]2)=[CH:22][CH:21]=1. (7) Given the reactants [C:1]([N:8]1[CH2:13][CH2:12][CH:11]([NH2:14])[CH2:10][CH2:9]1)([O:3][C:4]([CH3:7])([CH3:6])[CH3:5])=[O:2].C([N:17]([CH2:20][CH3:21])CC)C.[C:22](Cl)(Cl)=[O:23].[C:26]1(C)[CH:31]=CC=[CH:28][CH:27]=1.Cl[C:34]1[N:39]=[C:38](Cl)[C:37]([CH2:41][NH:42][C:43]2[CH:48]=[CH:47][C:46]([O:49][CH3:50])=[CH:45][CH:44]=2)=[CH:36][N:35]=1.C([Li])CCC, predict the reaction product. The product is: [C:4]([O:3][C:1]([N:8]1[CH2:13][CH2:12][CH:11]([N:14]2[C:36]3=[N:35][C:34]([NH:17][C:20]4[CH:21]=[CH:28][CH:27]=[CH:26][CH:31]=4)=[N:39][CH:38]=[C:37]3[CH2:41][N:42]([C:43]3[CH:48]=[CH:47][C:46]([O:49][CH3:50])=[CH:45][CH:44]=3)[C:22]2=[O:23])[CH2:10][CH2:9]1)=[O:2])([CH3:7])([CH3:6])[CH3:5]. (8) The product is: [NH2:26][C@H:5]([C:3]([O:2][CH3:1])=[O:4])[CH2:6][N:7]1[C:11](=[O:12])[C:10]2([CH2:17][CH2:16][N:15]([C:18]([O:20][C:21]([CH3:24])([CH3:23])[CH3:22])=[O:19])[CH2:14][CH2:13]2)[NH:9][C:8]1=[O:25]. Given the reactants [CH3:1][O:2][C:3]([C@@H:5]([NH:26]C(C1C=CC=CC=1)(C1C=CC=CC=1)C1C=CC=CC=1)[CH2:6][N:7]1[C:11](=[O:12])[C:10]2([CH2:17][CH2:16][N:15]([C:18]([O:20][C:21]([CH3:24])([CH3:23])[CH3:22])=[O:19])[CH2:14][CH2:13]2)[NH:9][C:8]1=[O:25])=[O:4], predict the reaction product. (9) Given the reactants [F:1][C:2]([F:34])([F:33])[C:3]1[CH:4]=[C:5]([CH:26]=[C:27]([C:29]([F:32])([F:31])[F:30])[CH:28]=1)[CH2:6][NH:7][CH2:8][C:9]1[CH:14]=[C:13]([C:15]([F:18])([F:17])[F:16])[CH:12]=[CH:11][C:10]=1[N:19]([CH2:24][CH3:25])[CH2:20][CH2:21][O:22][CH3:23].[Br:35][C:36]1[CH:37]=[N:38][C:39](Cl)=[N:40][CH:41]=1.C(N(C(C)C)C(C)C)C.C(OCC)(=O)C, predict the reaction product. The product is: [F:1][C:2]([F:33])([F:34])[C:3]1[CH:4]=[C:5]([CH:26]=[C:27]([C:29]([F:32])([F:30])[F:31])[CH:28]=1)[CH2:6][N:7]([C:39]1[N:40]=[CH:41][C:36]([Br:35])=[CH:37][N:38]=1)[CH2:8][C:9]1[CH:14]=[C:13]([C:15]([F:18])([F:16])[F:17])[CH:12]=[CH:11][C:10]=1[N:19]([CH2:24][CH3:25])[CH2:20][CH2:21][O:22][CH3:23]. (10) Given the reactants [NH:1]1[C:5]2=[N:6][CH:7]=[CH:8][CH:9]=[C:4]2[CH:3]=[C:2]1[C:10]([OH:12])=O.Cl.[F:14][C:15]([F:34])([F:33])[C:16]([NH:18][CH2:19][C:20]1[CH:25]=[CH:24][C:23]([F:26])=[C:22]([CH:27]2[CH2:32][CH2:31][NH:30][CH2:29][CH2:28]2)[CH:21]=1)=[O:17].CCN=C=NCCCN(C)C.CCN(CC)CC, predict the reaction product. The product is: [F:33][C:15]([F:14])([F:34])[C:16]([NH:18][CH2:19][C:20]1[CH:25]=[CH:24][C:23]([F:26])=[C:22]([CH:27]2[CH2:32][CH2:31][N:30]([C:10]([C:2]3[NH:1][C:5]4=[N:6][CH:7]=[CH:8][CH:9]=[C:4]4[CH:3]=3)=[O:12])[CH2:29][CH2:28]2)[CH:21]=1)=[O:17].